This data is from NCI-60 drug combinations with 297,098 pairs across 59 cell lines. The task is: Regression. Given two drug SMILES strings and cell line genomic features, predict the synergy score measuring deviation from expected non-interaction effect. (1) Drug 1: CC(C1=C(C=CC(=C1Cl)F)Cl)OC2=C(N=CC(=C2)C3=CN(N=C3)C4CCNCC4)N. Drug 2: CC(CN1CC(=O)NC(=O)C1)N2CC(=O)NC(=O)C2. Cell line: T-47D. Synergy scores: CSS=7.01, Synergy_ZIP=-0.391, Synergy_Bliss=1.87, Synergy_Loewe=0.299, Synergy_HSA=0.239. (2) Drug 1: CC12CCC3C(C1CCC2O)C(CC4=C3C=CC(=C4)O)CCCCCCCCCS(=O)CCCC(C(F)(F)F)(F)F. Drug 2: CS(=O)(=O)OCCCCOS(=O)(=O)C. Cell line: HOP-62. Synergy scores: CSS=12.7, Synergy_ZIP=-7.19, Synergy_Bliss=-12.8, Synergy_Loewe=0.596, Synergy_HSA=-4.93.